This data is from Full USPTO retrosynthesis dataset with 1.9M reactions from patents (1976-2016). The task is: Predict the reactants needed to synthesize the given product. (1) Given the product [Br:11][C:7]1[N:6]=[C:5]([CH:4]([OH:12])[C:3]([O-:16])=[O:2])[CH:10]=[CH:9][CH:8]=1.[K+:18], predict the reactants needed to synthesize it. The reactants are: C[O:2][C:3](=[O:16])[CH:4]([O:12]C(=O)C)[C:5]1[CH:10]=[CH:9][CH:8]=[C:7]([Br:11])[N:6]=1.[OH-].[K+:18]. (2) Given the product [Cl:1][C:2]1[CH:3]=[CH:4][C:5]([C:40]#[N:41])=[C:6]([C:8]2[C:13]([O:14][CH3:15])=[CH:12][N:11]([CH:16]([CH2:33][CH:34]3[CH2:36][C:35]3([F:38])[F:37])[C:17]([NH:19][C:20]3[CH:32]=[CH:31][C:23]([C:24]([OH:26])=[O:25])=[CH:22][CH:21]=3)=[O:18])[C:10](=[O:39])[CH:9]=2)[CH:7]=1, predict the reactants needed to synthesize it. The reactants are: [Cl:1][C:2]1[CH:3]=[CH:4][C:5]([C:40]#[N:41])=[C:6]([C:8]2[C:13]([O:14][CH3:15])=[CH:12][N:11]([CH:16]([CH2:33][CH:34]3[CH2:36][C:35]3([F:38])[F:37])[C:17]([NH:19][C:20]3[CH:32]=[CH:31][C:23]([C:24]([O:26]C(C)(C)C)=[O:25])=[CH:22][CH:21]=3)=[O:18])[C:10](=[O:39])[CH:9]=2)[CH:7]=1.C(O)(C(F)(F)F)=O. (3) Given the product [Br:19][C:10]1[C:3]2[C:2]([Cl:1])=[N:7][CH:6]=[N:5][C:4]=2[N:8]([CH3:11])[CH:9]=1, predict the reactants needed to synthesize it. The reactants are: [Cl:1][C:2]1[C:3]2[CH:10]=[CH:9][N:8]([CH3:11])[C:4]=2[N:5]=[CH:6][N:7]=1.C1C(=O)N([Br:19])C(=O)C1.